From a dataset of Catalyst prediction with 721,799 reactions and 888 catalyst types from USPTO. Predict which catalyst facilitates the given reaction. Product: [C:14]([C:11]1[CH:12]=[CH:13][C:4]([C:3]([OH:16])=[O:2])=[CH:5][C:6]=1[C:7]([OH:9])=[O:8])#[N:15]. Reactant: C[O:2][C:3](=[O:16])[C:4]1[CH:13]=[CH:12][C:11]([C:14]#[N:15])=[C:6]([C:7]([O:9]C)=[O:8])[CH:5]=1.[OH-].[Li+].Cl. The catalyst class is: 24.